Task: Regression/Classification. Given a drug SMILES string, predict its toxicity properties. Task type varies by dataset: regression for continuous values (e.g., LD50, hERG inhibition percentage) or binary classification for toxic/non-toxic outcomes (e.g., AMES mutagenicity, cardiotoxicity, hepatotoxicity). Dataset: ld50_zhu.. Dataset: Acute oral toxicity (LD50) regression data from Zhu et al. (1) The drug is O=C1NC(=O)C(c2ccccc2)(c2ccccc2)N1S(=O)(=O)c1ccccc1. The rat oral LD50 is 2.36, given as -log10 of the dose in mol/kg body weight (higher means more acutely toxic). (2) The rat oral LD50 is 1.48, given as -log10 of the dose in mol/kg body weight (higher means more acutely toxic). The compound is COC(=O)Nc1nc2ccccc2[nH]1. (3) The compound is COc1ccc([N+](=O)[O-])cc1CNCCCl. The rat oral LD50 is 3.94, given as -log10 of the dose in mol/kg body weight (higher means more acutely toxic). (4) The molecule is O=C(O)Cn1c(=O)n(Cc2ccc(Br)cc2F)c(=O)c2ccc(Cl)cc21. The rat oral LD50 is 2.02, given as -log10 of the dose in mol/kg body weight (higher means more acutely toxic). (5) The rat oral LD50 is 2.68, given as -log10 of the dose in mol/kg body weight (higher means more acutely toxic). The drug is CS(=O)(=O)O.